From a dataset of Full USPTO retrosynthesis dataset with 1.9M reactions from patents (1976-2016). Predict the reactants needed to synthesize the given product. Given the product [CH2:29]([N:25]1[C:24]2[C:19](=[N:20][CH:21]=[N:22][CH:23]=2)[N:18]([C:15]2[CH:16]=[CH:17][C:12]([O:11][C:3]3[N:2]([CH3:1])[C:6]4[CH:7]=[CH:8][CH:9]=[CH:10][C:5]=4[N:4]=3)=[CH:13][CH:14]=2)[C:26]1=[O:27])[CH3:30], predict the reactants needed to synthesize it. The reactants are: [CH3:1][N:2]1[C:6]2[CH:7]=[CH:8][CH:9]=[CH:10][C:5]=2[N:4]=[C:3]1[O:11][C:12]1[CH:17]=[CH:16][C:15]([N:18]2[C:26](=[O:27])[NH:25][C:24]3[C:19]2=[N:20][CH:21]=[N:22][CH:23]=3)=[CH:14][CH:13]=1.I[CH2:29][CH3:30].C(=O)([O-])[O-].[Cs+].[Cs+].O.